Dataset: Forward reaction prediction with 1.9M reactions from USPTO patents (1976-2016). Task: Predict the product of the given reaction. (1) Given the reactants Cl.[Cl:2][C:3]1[CH:4]=[C:5]2[C:9](=[CH:10][CH:11]=1)[NH:8][C:7]([C:12]1[CH:13]=[N:14][CH:15]=[CH:16][CH:17]=1)=[C:6]2[CH3:18].C1COCC1.C[Si]([N-][Si](C)(C)C)(C)C.[K+].Cl[CH2:35][O:36][C:37](=[O:42])[C:38]([CH3:41])([CH3:40])[CH3:39], predict the reaction product. The product is: [Cl:2][C:3]1[CH:4]=[C:5]2[C:9](=[CH:10][CH:11]=1)[N:8]([CH2:35][O:36][C:37](=[O:42])[C:38]([CH3:41])([CH3:40])[CH3:39])[C:7]([C:12]1[CH:13]=[N:14][CH:15]=[CH:16][CH:17]=1)=[C:6]2[CH3:18]. (2) Given the reactants [F:1][C:2]1[CH:10]=[CH:9][CH:8]=[C:7]2[C:3]=1[C:4]([I:11])=[N:5][NH:6]2.[C:12](O[C:12]([O:14][C:15]([CH3:18])([CH3:17])[CH3:16])=[O:13])([O:14][C:15]([CH3:18])([CH3:17])[CH3:16])=[O:13], predict the reaction product. The product is: [F:1][C:2]1[CH:10]=[CH:9][CH:8]=[C:7]2[C:3]=1[C:4]([I:11])=[N:5][N:6]2[C:12]([O:14][C:15]([CH3:18])([CH3:17])[CH3:16])=[O:13].